Task: Predict the product of the given reaction.. Dataset: Forward reaction prediction with 1.9M reactions from USPTO patents (1976-2016) (1) Given the reactants [CH2:1]([O:3][C:4](=[O:35])[CH2:5][C:6]([N:8]([C:28]1[CH:33]=[CH:32][C:31]([F:34])=[CH:30][CH:29]=1)[C:9]1[C:10]([C:23]([O:25]CC)=O)=[N:11][CH:12]=[C:13]([CH2:15][C:16]2[CH:21]=[CH:20][C:19]([F:22])=[CH:18][CH:17]=2)[CH:14]=1)=[O:7])[CH3:2].[O-]CC.[Na+], predict the reaction product. The product is: [F:34][C:31]1[CH:32]=[CH:33][C:28]([N:8]2[C:9]3[C:10](=[N:11][CH:12]=[C:13]([CH2:15][C:16]4[CH:17]=[CH:18][C:19]([F:22])=[CH:20][CH:21]=4)[CH:14]=3)[C:23]([OH:25])=[C:5]([C:4]([O:3][CH2:1][CH3:2])=[O:35])[C:6]2=[O:7])=[CH:29][CH:30]=1. (2) Given the reactants [F:1][C:2]([F:23])([F:22])[C:3]1[CH:4]=[C:5]([CH:19]=[CH:20][CH:21]=1)[C:6]([NH:8][C:9]1[CH:10]=[CH:11][C:12]([Cl:18])=[C:13]([CH:17]=1)[C:14](O)=[O:15])=[O:7].S(Cl)(Cl)=O.[NH2:28][C:29]1[CH:30]=[N:31][C:32]([NH:35][C:36]2[CH:41]=[CH:40][C:39]([C:42]([N:44]3[CH2:49][CH2:48][N:47]([CH3:50])[CH2:46][CH2:45]3)=[O:43])=[CH:38][CH:37]=2)=[N:33][CH:34]=1, predict the reaction product. The product is: [Cl:18][C:12]1[CH:11]=[CH:10][C:9]([NH:8][C:6](=[O:7])[C:5]2[CH:19]=[CH:20][CH:21]=[C:3]([C:2]([F:1])([F:22])[F:23])[CH:4]=2)=[CH:17][C:13]=1[C:14]([NH:28][C:29]1[CH:34]=[N:33][C:32]([NH:35][C:36]2[CH:41]=[CH:40][C:39]([C:42]([N:44]3[CH2:49][CH2:48][N:47]([CH3:50])[CH2:46][CH2:45]3)=[O:43])=[CH:38][CH:37]=2)=[N:31][CH:30]=1)=[O:15]. (3) Given the reactants [Br:1][C:2]1[CH:3]=[CH:4][C:5]([F:18])=[C:6]([C:8]([C:10]2[CH:15]=[CH:14][C:13]([O:16][CH3:17])=[CH:12][CH:11]=2)=O)[CH:7]=1.C([SiH](CC)CC)C.B(F)(F)F.CCOCC.[OH-].[K+], predict the reaction product. The product is: [Br:1][C:2]1[CH:3]=[CH:4][C:5]([F:18])=[C:6]([CH2:8][C:10]2[CH:15]=[CH:14][C:13]([O:16][CH3:17])=[CH:12][CH:11]=2)[CH:7]=1. (4) Given the reactants [F:1][C:2]1[CH:10]=[CH:9][CH:8]=[C:7]2[C:3]=1[CH2:4][NH:5][C:6]2=[O:11].[H-].[Na+].Br[CH2:15][C:16]1[CH:21]=[CH:20][C:19]([CH:22]([CH:30]2[CH2:34][CH2:33][CH2:32][CH2:31]2)[C:23]([O:25][C:26]([CH3:29])([CH3:28])[CH3:27])=[O:24])=[CH:18][CH:17]=1.O, predict the reaction product. The product is: [CH:30]1([CH:22]([C:19]2[CH:20]=[CH:21][C:16]([CH2:15][N:5]3[CH2:4][C:3]4[C:7](=[CH:8][CH:9]=[CH:10][C:2]=4[F:1])[C:6]3=[O:11])=[CH:17][CH:18]=2)[C:23]([O:25][C:26]([CH3:27])([CH3:29])[CH3:28])=[O:24])[CH2:34][CH2:33][CH2:32][CH2:31]1. (5) Given the reactants Cl[C:2]1[N:11]=[C:10]([C:12]2[CH:17]=[CH:16][CH:15]=[CH:14][CH:13]=2)[C:9]2[C:4](=[CH:5][CH:6]=[CH:7][CH:8]=2)[N:3]=1.[CH3:18][N:19]1[CH2:24][CH2:23][NH:22][CH2:21][CH2:20]1, predict the reaction product. The product is: [CH3:18][N:19]1[CH2:24][CH2:23][N:22]([C:2]2[N:11]=[C:10]([C:12]3[CH:17]=[CH:16][CH:15]=[CH:14][CH:13]=3)[C:9]3[C:4](=[CH:5][CH:6]=[CH:7][CH:8]=3)[N:3]=2)[CH2:21][CH2:20]1.